This data is from Peptide-MHC class I binding affinity with 185,985 pairs from IEDB/IMGT. The task is: Regression. Given a peptide amino acid sequence and an MHC pseudo amino acid sequence, predict their binding affinity value. This is MHC class I binding data. (1) The peptide sequence is RLGIFRPLLR. The MHC is HLA-A68:01 with pseudo-sequence HLA-A68:01. The binding affinity (normalized) is 0.470. (2) The peptide sequence is QSYEFLGLK. The MHC is HLA-B27:05 with pseudo-sequence HLA-B27:05. The binding affinity (normalized) is 0.0847. (3) The peptide sequence is RQGKFIKNK. The MHC is HLA-A31:01 with pseudo-sequence HLA-A31:01. The binding affinity (normalized) is 0.550. (4) The MHC is HLA-A02:01 with pseudo-sequence HLA-A02:01. The peptide sequence is LYLVDYGLV. The binding affinity (normalized) is 0. (5) The peptide sequence is YVCPSEIPL. The MHC is HLA-B07:02 with pseudo-sequence HLA-B07:02. The binding affinity (normalized) is 0.382. (6) The peptide sequence is HAHWTEAKM. The MHC is HLA-B35:01 with pseudo-sequence HLA-B35:01. The binding affinity (normalized) is 0.477. (7) The peptide sequence is FSLPSSSSY. The MHC is HLA-C12:03 with pseudo-sequence HLA-C12:03. The binding affinity (normalized) is 0.652.